The task is: Binary Classification. Given a miRNA mature sequence and a target amino acid sequence, predict their likelihood of interaction.. This data is from Experimentally validated miRNA-target interactions with 360,000+ pairs, plus equal number of negative samples. (1) The miRNA is hsa-miR-3923 with sequence AACUAGUAAUGUUGGAUUAGGG. The protein sequence of the target gene is MSWMFKRDPVWKYLQTVQYGVHGNFPRLSYPTFFPRFEFQDVIPPDDFLTSDEEVDSVLFGSLRGHVVGLRYYTGVVNNNEMVALQRDPNNPYDKNAIKVNNVNGNQVGHLKKELAGALAYIMDNKLAQIEGVVPFGANNAFTMPLHMTFWGKEENRKAVSDQLKKHGFKLGPAPKTLGFNLESGWGSGRAGPSYSMPVHAAVQMTTEQLKTEFDKLFEDLKEDDKTHEMEPAEAIETPLLPHQKQALAWMVSRENSKELPPFWEQRNDLYYNTITNFSEKDRPENVHGGILADDMGLGK.... Result: 0 (no interaction). (2) The miRNA is hsa-miR-4295 with sequence CAGUGCAAUGUUUUCCUU. The protein sequence of the target gene is MLCWGNASFGQLGLGGIDEEIVLEPRKSDFFINKRVRDVGCGLRHTVFVLDDGTVYTCGCNDLGQLGHEKSRKKPEQVVALDAQNIVAVSCGEAHTLALNDKGQVYAWGLDSDGQLGLVGSEECIRVPRNIKSLSDIQIVQVACGYYHSLALSKASEVFCWGQNKYGQLGLGTDCKKQTSPQLLKSLLGIPFMQVAAGGAHSFVLTLSGAIFGWGRNKFGQLGLNDENDRYVPNLLKSLRSQKIVYICCGEDHTAALTKEGGVFTFGAGGYGQLGHNSTSHEINPRKVFELMGSIVTEIA.... Result: 0 (no interaction). (3) The miRNA is hsa-miR-6073 with sequence GGUAGUGAGUUAUCAGCUAC. The protein sequence of the target gene is MAMHFIFSDTAVLLFDFWSVHSPAGMALSVLVLLLLAVLYEGIKVGKAKLLNQVLVNLPTSISQQTIAETDGDSAGSDSFPVGRTHHRWYLCHFGQSLIHVIQVVIGYFIMLAVMSYNTWIFLGVVLGSAVGYYLAYPLLSTA. Result: 0 (no interaction). (4) The miRNA is hsa-miR-936 with sequence ACAGUAGAGGGAGGAAUCGCAG. The protein sequence of the target gene is MGKIESNERVILNVGGTRHETYRSTLKTLPGTRLALLASSEPQGDCLTAAGDKLQPLPPPLSPPPRPPPLSPVPSGCFEGGAGNCSSHGGNGGNGGSDHPGGGREFFFDRHPGVFAYVLNYYRTGKLHCPADVCGPLFEEELAFWGIDETDVEPCCWMTYRQHRDAEEALDIFETPDLIGGDPGDDEDLAAKRLGIEDAAGLGGPDGKSGRWRKLQPRMWALFEDPYSSRAARFIAFASLFFILVSITTFCLETHEAFNIVKNKTEPVINGTSPVLQYEIETDPALTYVEGVCVVWFTFE.... Result: 0 (no interaction). (5) The miRNA is hsa-miR-7162-5p with sequence UGCUUCCUUUCUCAGCUG. The protein sequence of the target gene is MVEADHPGKLFIGGLNRETNEKMLKAVFGKHGPISEVLLIKDRTSKSRGFAFITFENPADAKNAAKDMNGKSLHGKAIKVEQAKKPSFQSGGRRRPPASSRNRSPSGSLRSARGSRGGTRGWLPSQEGHLDDGGYTPDLKMSYSRGLIPVKRGPSSRSGGPPPKKSAPSAVARSNSWMGSQGPMSQRRENYGVPPRRATISSWRNDRMSTRHDGYATNDGNHPSCQETRDYAPPSRGYAYRDNGHSNRDEHSSRGYRNHRSSRETRDYAPPSRGHAYRDYGHSRRDESYSRGYRNRRSSR.... Result: 0 (no interaction). (6) The miRNA is hsa-miR-936 with sequence ACAGUAGAGGGAGGAAUCGCAG. The protein sequence of the target gene is MATPVVTKTAWKLQEIVAHASNVSSLVLGKASGRLLATGGDDCRVNLWSINKPNCIMSLTGHTSPVESVRLNTPEELIVAGSQSGSIRVWDLEAAKILRTLMGHKANICSLDFHPYGEFVASGSQDTNIKLWDIRRKGCVFRYRGHSQAVRCLRFSPDGKWLASAADDHTVKLWDLTAGKMMSEFPGHTGPVNVVEFHPNEYLLASGSSDRTIRFWDLEKFQVVSCIEGEPGPVRSVLFNPDGCCLYSGCQDSLRVYGWEPERCFDVVLVNWGKVADLAICNDQLIGVAFSQSNVSSYVV.... Result: 0 (no interaction).